This data is from Catalyst prediction with 721,799 reactions and 888 catalyst types from USPTO. The task is: Predict which catalyst facilitates the given reaction. (1) Reactant: S(O)(O)(=O)=O.[CH3:6][N:7]1[C:11]([NH2:12])=[C:10]([NH2:13])[CH:9]=[N:8]1.[CH2:14]([O:21][C:22]([NH:24][C@@H:25]([CH2:29][CH2:30][CH2:31][NH:32][C:33]([O:35][C:36]([CH3:39])([CH3:38])[CH3:37])=[O:34])[C:26](O)=[O:27])=[O:23])[C:15]1[CH:20]=[CH:19][CH:18]=[CH:17][CH:16]=1.C(N(CC)CC)C.Cl.CN(C)CCCN=C=NCC. Product: [NH2:12][C:11]1[N:7]([CH3:6])[N:8]=[CH:9][C:10]=1[NH:13][C:26]([C@@H:25]([NH:24][C:22](=[O:23])[O:21][CH2:14][C:15]1[CH:16]=[CH:17][CH:18]=[CH:19][CH:20]=1)[CH2:29][CH2:30][CH2:31][NH:32][C:33](=[O:34])[O:35][C:36]([CH3:39])([CH3:38])[CH3:37])=[O:27]. The catalyst class is: 22. (2) Reactant: CC(O)=O.[CH3:5][C:6](=O)[CH2:7][C:8](=O)[CH3:9].C([O-])(=O)CO.[NH2:17][C:18]1[NH:22][N:21]=[C:20]([CH2:23][OH:24])[N:19]=1. Product: [CH3:5][C:6]1[CH:7]=[C:8]([CH3:9])[N:22]2[N:21]=[C:20]([CH2:23][OH:24])[N:19]=[C:18]2[N:17]=1. The catalyst class is: 237.